From a dataset of Forward reaction prediction with 1.9M reactions from USPTO patents (1976-2016). Predict the product of the given reaction. (1) Given the reactants [CH3:1][O:2][C:3]([NH:5][CH:6]([CH:10]([CH3:12])[CH3:11])[C:7](O)=[O:8])=[O:4].C1C=CC2N(O)N=NC=2C=1.Cl.Cl.Cl.[CH3:26][O:27][C:28](=[O:76])[NH:29][CH:30]([C:34]([N:36]1[CH:42]([C:43]2[NH:44][C:45]([C:48]3[CH:53]=[CH:52][C:51]([C:54]4[CH:63]=[CH:62][C:61]5[C:56](=[CH:57][CH:58]=[C:59]([C:64]6[NH:65][C:66]([CH:69]7[CH2:73][CH:72]([C:74]#[N:75])[CH2:71][NH:70]7)=[N:67][CH:68]=6)[CH:60]=5)[CH:55]=4)=[CH:50][CH:49]=3)=[CH:46][N:47]=2)[CH2:41][C:38]2([CH2:40][CH2:39]2)[CH2:37]1)=[O:35])[CH:31]([CH3:33])[CH3:32].CN1CCOCC1, predict the reaction product. The product is: [CH3:26][O:27][C:28](=[O:76])[NH:29][CH:30]([C:34]([N:36]1[CH:42]([C:43]2[NH:44][C:45]([C:48]3[CH:49]=[CH:50][C:51]([C:54]4[CH:63]=[CH:62][C:61]5[C:56](=[CH:57][CH:58]=[C:59]([C:64]6[NH:65][C:66]([CH:69]7[CH2:73][CH:72]([C:74]#[N:75])[CH2:71][N:70]7[C:7](=[O:8])[CH:6]([NH:5][C:3]([O:2][CH3:1])=[O:4])[CH:10]([CH3:12])[CH3:11])=[N:67][CH:68]=6)[CH:60]=5)[CH:55]=4)=[CH:52][CH:53]=3)=[CH:46][N:47]=2)[CH2:41][C:38]2([CH2:39][CH2:40]2)[CH2:37]1)=[O:35])[CH:31]([CH3:33])[CH3:32]. (2) Given the reactants [CH3:1][C:2]1[CH:7]=[CH:6][C:5]([C:8](=[O:13])[CH2:9][CH2:10][CH2:11][CH3:12])=[CH:4][CH:3]=1.[F:14][C:15]([F:26])([F:25])[C:16]1[CH:21]=[CH:20]C(B(O)O)=[CH:18][CH:17]=1.C([O-])([O-])=O.[Na+].[Na+], predict the reaction product. The product is: [F:14][C:15]([F:26])([F:25])[C:16]1[CH:21]=[CH:20][C:1]([C:2]2[CH:7]=[CH:6][C:5]([C:8](=[O:13])[CH2:9][CH2:10][CH2:11][CH3:12])=[CH:4][CH:3]=2)=[CH:18][CH:17]=1. (3) Given the reactants BrC1C=C2[C:8](=[CH:9][CH:10]=1)NC(C(O)=O)=C2.[CH2:28]1[CH2:29][N:25]([P+](Br)([N:25]2[CH2:29][CH2:28][CH2:27][CH2:26]2)[N:25]2[CH2:29][CH2:28][CH2:27][CH2:26]2)[CH2:26][CH2:27]1.F[P-](F)(F)(F)(F)F.[C:38]([NH:47][NH2:48])(=[O:46])C1C(=CC=CC=1)N.C(O)(C(F)(F)F)=O.C(Cl)Cl, predict the reaction product. The product is: [NH2:48][N:47]1[C:27]2[C:28](=[CH:10][CH:9]=[CH:8][CH:26]=2)[CH:29]=[N:25][C:38]1=[O:46]. (4) Given the reactants C(O[CH:4](OCC)[CH:5]1[C:14]2([CH2:19][CH2:18][N:17](C(OC(C)(C)C)=O)[CH2:16][CH2:15]2)[O:13][C:12]2[C:7](=[CH:8][C:9]([F:27])=[CH:10][CH:11]=2)[C:6]1=O)C.[ClH:32].[CH3:33][NH:34][NH2:35], predict the reaction product. The product is: [ClH:32].[F:27][C:9]1[CH:10]=[CH:11][C:12]2[O:13][C:14]3([C:5]4[C:6](=[N:35][N:34]([CH3:33])[CH:4]=4)[C:7]=2[CH:8]=1)[CH2:19][CH2:18][NH:17][CH2:16][CH2:15]3.